From a dataset of Forward reaction prediction with 1.9M reactions from USPTO patents (1976-2016). Predict the product of the given reaction. (1) Given the reactants S(=O)(=O)(O)O.N[C:7]1[CH:8]=[C:9]([CH:13]=[CH:14][C:15]=1[Cl:16])[C:10]([OH:12])=[O:11].N([O-])=O.[Na+].[Cu](C#N)[C:22]#[N:23].[C-]#N.[K+].C(=O)([O-])[O-].[K+].[K+], predict the reaction product. The product is: [Cl:16][C:15]1[CH:14]=[CH:13][C:9]([C:10]([OH:12])=[O:11])=[CH:8][C:7]=1[C:22]#[N:23]. (2) Given the reactants [OH:1][CH:2]1[CH2:7][N:6]([C:8]([O:10][CH2:11][C:12]2[CH:17]=[CH:16][CH:15]=[CH:14][CH:13]=2)=[O:9])[CH:5]([CH3:18])[CH2:4][CH2:3]1.CC(OI1(OC(C)=O)(OC(C)=O)OC(=O)C2C=CC=CC1=2)=O, predict the reaction product. The product is: [CH3:18][CH:5]1[CH2:4][CH2:3][C:2](=[O:1])[CH2:7][N:6]1[C:8]([O:10][CH2:11][C:12]1[CH:17]=[CH:16][CH:15]=[CH:14][CH:13]=1)=[O:9]. (3) Given the reactants [Cl:1][C:2]1[CH:7]=[CH:6][C:5]([NH:8][C:9]2[N:13]([CH3:14])[C:12]3[CH:15]=[CH:16][C:17]([O:19][C:20]4[CH:25]=[CH:24][N:23]=[C:22]([C:26]([NH:28][CH3:29])=[O:27])[CH:21]=4)=[CH:18][C:11]=3[N:10]=2)=[CH:4][C:3]=1[N+:30]([O-])=O, predict the reaction product. The product is: [NH2:30][C:3]1[CH:4]=[C:5]([NH:8][C:9]2[N:13]([CH3:14])[C:12]3[CH:15]=[CH:16][C:17]([O:19][C:20]4[CH:25]=[CH:24][N:23]=[C:22]([C:26]([NH:28][CH3:29])=[O:27])[CH:21]=4)=[CH:18][C:11]=3[N:10]=2)[CH:6]=[CH:7][C:2]=1[Cl:1].